The task is: Predict the reactants needed to synthesize the given product.. This data is from Full USPTO retrosynthesis dataset with 1.9M reactions from patents (1976-2016). Given the product [CH3:9][O:10][C:11](=[O:40])/[C:12](/[NH:13][C:14](=[O:33])[C:15]1[CH:20]=[CH:19][C:18]([CH:21]([OH:31])/[CH:22]=[CH:23]/[C:24]2[CH:29]=[CH:28][CH:27]=[C:26]([OH:30])[CH:25]=2)=[CH:17][C:16]=1[Cl:32])=[CH:48]/[C:44]1[S:43][C:42]([CH3:41])=[N:46][C:45]=1[CH3:47], predict the reactants needed to synthesize it. The reactants are: CN(C)C(N(C)C)=N.[CH3:9][O:10][C:11](=[O:40])[CH:12](P(OC)(OC)=O)[NH:13][C:14](=[O:33])[C:15]1[CH:20]=[CH:19][C:18]([CH:21]([OH:31])/[CH:22]=[CH:23]/[C:24]2[CH:29]=[CH:28][CH:27]=[C:26]([OH:30])[CH:25]=2)=[CH:17][C:16]=1[Cl:32].[CH3:41][C:42]1[S:43][C:44]([CH:48]=O)=[C:45]([CH3:47])[N:46]=1.